This data is from Experimentally validated miRNA-target interactions with 360,000+ pairs, plus equal number of negative samples. The task is: Binary Classification. Given a miRNA mature sequence and a target amino acid sequence, predict their likelihood of interaction. (1) The protein sequence of the target gene is MVKLTAELIEQAAQYTNAVRDRELDLRGYKIPVIENLGATLDQFDAIDFSDNEIRKLDGFPLLRRLKTLLVNNNRICRIGEGLDQALPCLTELILTNNSLVELGDLDPLASLKSLTYLSILRNPVTNKKHYRLYVIYKVPQVRVLDFQKVKLKERQEAEKMFKGKRGAQLAKDIARRSKTFNPGAGLPTDKKKGGPSPGDVEAIKNAIANASTLAEVERLKGLLQSGQIPGRERRSGPTDDGEEEMEEDTVTNGS. The miRNA is mmu-miR-1929-5p with sequence UUCUAGGACUUUAUAGAGCAGAG. Result: 0 (no interaction). (2) The miRNA is mmu-miR-466d-3p with sequence UAUACAUACACGCACACAUAG. The protein sequence of the target gene is MENSPDSPQPLELGVAAGRVSPPEGRRRGGREAEDGPAGRAVDSGGQGAAAAAARSSLGDPTSPSQLGCGAGSDLKDGASSSPAASEVPSRGQHKVTASPELAEAAAGRGSGPVGDTGTCRVEQAAEEPSSTGAPSSSCSEPSPPGDSPSLDSLESFSNLHSFPSSSEFNSEEGAETRVPEDVEEGAAGPPRAAPLCKEEEEDPAQVLAASKERFPGQSVYHIKWIQWKEENTPIITQNENGPCPLLAILNVLLLAWKVKLPPMMEIITAEQLMEYLGDYMLEAKPKEISEIQRVNYEQN.... Result: 1 (interaction). (3) The protein sequence of the target gene is MLVLLAGIFVVHIATVIMLFVSTIANVWLVSNTVDASVGLWKNCTNISCSDSLSYASEDALKTVQAFMILSIIFCVIALLVFVFQLFTMEKGNRFFLSGATTLVCWLCILVGVSIYTSHYANRDGTQYHHGYSYILGWICFCFSFIIGVLYLVLRKK. Result: 1 (interaction). The miRNA is hsa-miR-29a-3p with sequence UAGCACCAUCUGAAAUCGGUUA. (4) The miRNA is hsa-miR-3657 with sequence UGUGUCCCAUUAUUGGUGAUU. The protein sequence of the target gene is MSRKGPRAEVCADCSAPDPGWASISRGVLVCDECCSVHRSLGRHISIVKHLRHSAWPPTLLQMVHTLASNGANSIWEHSLLDPAQVQSGRRKANPQDKVHPIKSEFIRAKYQMLAFVHKLPCRDDDGVTAKDLSKQLHSSVRTGNLETCLRLLSLGAQANFFHPEKGTTPLHVAAKAGQTLQAELLVVYGADPGSPDVNGRTPIDYARQAGHHELAERLVECQYELTDRLAFYLCGRKPDHKNGHYIIPQMADSLDLSELAKAAKKKLQALSNRLFEELAMDVYDEVDRRENDAVWLATQ.... Result: 0 (no interaction).